Dataset: TCR-epitope binding with 47,182 pairs between 192 epitopes and 23,139 TCRs. Task: Binary Classification. Given a T-cell receptor sequence (or CDR3 region) and an epitope sequence, predict whether binding occurs between them. (1) The epitope is TPINLVRDL. The TCR CDR3 sequence is CSVERPSSYNEQFF. Result: 1 (the TCR binds to the epitope). (2) The TCR CDR3 sequence is CASSYGTSDEQFF. Result: 1 (the TCR binds to the epitope). The epitope is RAKFKQLL. (3) The epitope is NLSALGIFST. The TCR CDR3 sequence is CASSFSRTVGETQYF. Result: 0 (the TCR does not bind to the epitope). (4) The epitope is EIYKRWII. The TCR CDR3 sequence is CASSRPDQVYEQYF. Result: 0 (the TCR does not bind to the epitope). (5) The epitope is RLRAEAQVK. The TCR CDR3 sequence is CASSHSGTNTGELFF. Result: 0 (the TCR does not bind to the epitope). (6) The epitope is KLNVGDYFV. The TCR CDR3 sequence is CASSYSASNTEAFF. Result: 1 (the TCR binds to the epitope). (7) The epitope is IVTDFSVIK. The TCR CDR3 sequence is CASSQEGRETEAFF. Result: 1 (the TCR binds to the epitope).